This data is from Peptide-MHC class II binding affinity with 134,281 pairs from IEDB. The task is: Regression. Given a peptide amino acid sequence and an MHC pseudo amino acid sequence, predict their binding affinity value. This is MHC class II binding data. The peptide sequence is KLAFLVQTEPRMLLM. The MHC is DRB1_0101 with pseudo-sequence DRB1_0101. The binding affinity (normalized) is 1.00.